From a dataset of Forward reaction prediction with 1.9M reactions from USPTO patents (1976-2016). Predict the product of the given reaction. (1) Given the reactants NC(N)=O.[C:5]([NH:9][C:10]([C:12]1[S:41][C:15]2[N:16]=[C:17]([S:39][CH3:40])[N:18]=[C:19]([C:20]3[CH:25]=[CH:24][CH:23]=[C:22]([NH:26][C:27]([O:29]C4C=CC([N+]([O-])=O)=CC=4)=O)[CH:21]=3)[C:14]=2[C:13]=1[NH2:42])=[O:11])([CH3:8])([CH3:7])[CH3:6].[CH3:43][O:44][C:45]1[C:46]([NH2:51])=[CH:47][CH:48]=[CH:49][CH:50]=1, predict the reaction product. The product is: [C:5]([NH:9][C:10]([C:12]1[S:41][C:15]2[N:16]=[C:17]([S:39][CH3:40])[N:18]=[C:19]([C:20]3[CH:25]=[CH:24][CH:23]=[C:22]([NH:26][C:27]([NH:51][C:46]4[C:45](=[CH:50][CH:49]=[CH:48][CH:47]=4)[O:44][CH3:43])=[O:29])[CH:21]=3)[C:14]=2[C:13]=1[NH2:42])=[O:11])([CH3:6])([CH3:8])[CH3:7]. (2) Given the reactants [CH2:1]([S:3]([NH:6][C:7]1[CH:8]=[C:9]([CH:37]=[CH:38][CH:39]=1)[O:10][C:11]1[CH:16]=[C:15]([F:17])[CH:14]=[C:13]([NH:18][C:19]2[CH:24]=[CH:23][C:22]([I:25])=[CH:21][C:20]=2[F:26])[C:12]=1[NH:27][S:28]([C:31]1([CH2:34][CH:35]=C)[CH2:33][CH2:32]1)(=[O:30])=[O:29])(=[O:5])=[O:4])[CH3:2].I([O-])(=O)(=O)=[O:41].[Na+].CC1C=CC=C(C)N=1.ClCCl, predict the reaction product. The product is: [F:17][C:15]1[CH:14]=[C:13]([NH:18][C:19]2[CH:24]=[CH:23][C:22]([I:25])=[CH:21][C:20]=2[F:26])[C:12]([N:27]2[CH:35]([OH:41])[CH2:34][C:31]3([CH2:33][CH2:32]3)[S:28]2(=[O:30])=[O:29])=[C:11]([CH:16]=1)[O:10][C:9]1[CH:8]=[C:7]([NH:6][S:3]([CH2:1][CH3:2])(=[O:4])=[O:5])[CH:39]=[CH:38][CH:37]=1.